From a dataset of Full USPTO retrosynthesis dataset with 1.9M reactions from patents (1976-2016). Predict the reactants needed to synthesize the given product. (1) Given the product [C:25]([C:7]1[N:8]=[C:9]2[C:4]([CH:3]=[CH:2][NH:1]2)=[CH:5][CH:6]=1)#[N:26], predict the reactants needed to synthesize it. The reactants are: [NH:1]1[C:9]2[C:4](=[CH:5][CH:6]=[CH:7][N:8]=2)[CH2:3][CH2:2]1.C1C=C(Cl)C=C(C(OO)=O)C=1.[Si]([C:25]#[N:26])(C)(C)C.C(Cl)(=O)C1C=CC=CC=1.[Li+].[OH-]. (2) Given the product [Cl:1][C:2]1[CH:7]=[CH:6][CH:5]=[CH:4][C:3]=1[C:8]1[S:9][CH:10]=[C:11]([C:13]2[CH:14]=[CH:15][C:16]([C:17]3[NH:23][N:22]=[N:21][N:18]=3)=[CH:19][CH:20]=2)[N:12]=1, predict the reactants needed to synthesize it. The reactants are: [Cl:1][C:2]1[CH:7]=[CH:6][CH:5]=[CH:4][C:3]=1[C:8]1[S:9][CH:10]=[C:11]([C:13]2[CH:20]=[CH:19][C:16]([C:17]#[N:18])=[CH:15][CH:14]=2)[N:12]=1.[N-:21]=[N+:22]=[N-:23].[Na+].[Cl-].[NH4+]. (3) The reactants are: [C:1]1([CH2:7][C:8]2[CH:18]=[CH:17][CH:16]=[CH:15][C:9]=2[C:10](OCC)=[O:11])[CH:6]=[CH:5][CH:4]=[CH:3][CH:2]=1.[H-].[H-].[H-].[H-].[Li+].[Al+3].S(=O)(=O)(O)O. Given the product [C:1]1([CH2:7][C:8]2[CH:18]=[CH:17][CH:16]=[CH:15][C:9]=2[CH2:10][OH:11])[CH:2]=[CH:3][CH:4]=[CH:5][CH:6]=1, predict the reactants needed to synthesize it. (4) Given the product [NH2:27][C:16]1[CH:17]=[CH:12][CH:13]=[CH:14][C:21]=1[C:22](=[O:24])[CH2:23][C:11]([C:12]1[CH:13]=[CH:14][C:15]([O:18][CH3:19])=[CH:16][CH:17]=1)=[O:20], predict the reactants needed to synthesize it. The reactants are: C(C1C=CC=CC=1N[C:11](=[O:20])[C:12]1[CH:17]=[CH:16][C:15]([O:18][CH3:19])=[CH:14][CH:13]=1)(=O)C.[CH3:21][C:22](C)([O-:24])[CH3:23].[K+].[NH4+:27].[Cl-]. (5) Given the product [F:33][C:32]([F:35])([F:34])[C:30]([OH:36])=[O:31].[CH2:1]([N:8]1[CH2:13][CH2:12][N:11]2[C:14]([CH2:17][NH2:18])=[N:15][CH:16]=[C:10]2[CH2:9]1)[C:2]1[CH:7]=[CH:6][CH:5]=[CH:4][CH:3]=1, predict the reactants needed to synthesize it. The reactants are: [CH2:1]([N:8]1[CH2:13][CH2:12][N:11]2[C:14]([CH2:17][NH:18]CC3C=CC(OC)=CC=3OC)=[N:15][CH:16]=[C:10]2[CH2:9]1)[C:2]1[CH:7]=[CH:6][CH:5]=[CH:4][CH:3]=1.[C:30]([OH:36])([C:32]([F:35])([F:34])[F:33])=[O:31].C([SiH](CC)CC)C. (6) Given the product [Si:64]([O:71][CH2:72][CH2:73][N:74]([CH3:75])[C:28]([C:10]1[C:9]([O:8][CH2:1][C:2]2[CH:7]=[CH:6][CH:5]=[CH:4][CH:3]=2)=[C:14]([OH:15])[N:13]=[C:12]([CH2:16][C:17]2([C:49]3[CH:50]=[CH:51][CH:52]=[CH:53][N:54]=3)[CH2:18][CH2:19][CH2:20][CH2:21]2)[N:11]=1)=[O:30])([C:67]([CH3:70])([CH3:69])[CH3:68])([CH3:65])[CH3:66], predict the reactants needed to synthesize it. The reactants are: [CH2:1]([O:8][C:9]1[C:10]([C:28]([OH:30])=O)=[N:11][C:12]([CH2:16][C:17]2(C3C=CC=CN=3)[CH2:21][CH2:20][CH2:19][CH2:18]2)=[N:13][C:14]=1[OH:15])[C:2]1[CH:7]=[CH:6][CH:5]=[CH:4][CH:3]=1.C(N(CC)C(C)C)(C)C.CN(C(ON1N=N[C:50]2[CH:51]=[CH:52][CH:53]=[N:54][C:49]1=2)=[N+](C)C)C.F[P-](F)(F)(F)(F)F.[Si:64]([O:71][CH2:72][CH2:73][NH:74][CH3:75])([C:67]([CH3:70])([CH3:69])[CH3:68])([CH3:66])[CH3:65]. (7) Given the product [F:1][C:2]1[CH:3]=[CH:4][C:5]([CH2:8][C:9]([O:11][CH2:16][CH3:17])=[O:10])=[CH:6][CH:7]=1, predict the reactants needed to synthesize it. The reactants are: [F:1][C:2]1[CH:7]=[CH:6][C:5]([CH2:8][C:9]([OH:11])=[O:10])=[CH:4][CH:3]=1.S(Cl)(Cl)=O.[CH3:16][CH2:17]O.